From a dataset of NCI-60 drug combinations with 297,098 pairs across 59 cell lines. Regression. Given two drug SMILES strings and cell line genomic features, predict the synergy score measuring deviation from expected non-interaction effect. (1) Drug 1: C1=NC2=C(N=C(N=C2N1C3C(C(C(O3)CO)O)F)Cl)N. Drug 2: N.N.Cl[Pt+2]Cl. Cell line: SN12C. Synergy scores: CSS=43.3, Synergy_ZIP=-11.2, Synergy_Bliss=0.588, Synergy_Loewe=2.51, Synergy_HSA=4.83. (2) Drug 1: C1=C(C(=O)NC(=O)N1)F. Drug 2: C1=CC(=CC=C1C#N)C(C2=CC=C(C=C2)C#N)N3C=NC=N3. Cell line: UACC-257. Synergy scores: CSS=22.8, Synergy_ZIP=3.71, Synergy_Bliss=4.42, Synergy_Loewe=3.78, Synergy_HSA=4.14. (3) Drug 1: CC1C(C(CC(O1)OC2CC(CC3=C2C(=C4C(=C3O)C(=O)C5=C(C4=O)C(=CC=C5)OC)O)(C(=O)C)O)N)O.Cl. Drug 2: CC1CCC2CC(C(=CC=CC=CC(CC(C(=O)C(C(C(=CC(C(=O)CC(OC(=O)C3CCCCN3C(=O)C(=O)C1(O2)O)C(C)CC4CCC(C(C4)OC)OCCO)C)C)O)OC)C)C)C)OC. Cell line: UACC-257. Synergy scores: CSS=-4.20, Synergy_ZIP=1.69, Synergy_Bliss=0.844, Synergy_Loewe=-6.12, Synergy_HSA=-4.01. (4) Drug 1: C1=CN(C(=O)N=C1N)C2C(C(C(O2)CO)O)O.Cl. Drug 2: CCC(=C(C1=CC=CC=C1)C2=CC=C(C=C2)OCCN(C)C)C3=CC=CC=C3.C(C(=O)O)C(CC(=O)O)(C(=O)O)O. Cell line: NCI-H322M. Synergy scores: CSS=6.04, Synergy_ZIP=-0.949, Synergy_Bliss=-0.537, Synergy_Loewe=-14.4, Synergy_HSA=-3.77. (5) Drug 1: CC12CCC(CC1=CCC3C2CCC4(C3CC=C4C5=CN=CC=C5)C)O. Drug 2: CCN(CC)CCNC(=O)C1=C(NC(=C1C)C=C2C3=C(C=CC(=C3)F)NC2=O)C. Cell line: CAKI-1. Synergy scores: CSS=18.9, Synergy_ZIP=-0.0858, Synergy_Bliss=2.20, Synergy_Loewe=1.06, Synergy_HSA=4.20. (6) Cell line: K-562. Drug 2: CC1CCC2CC(C(=CC=CC=CC(CC(C(=O)C(C(C(=CC(C(=O)CC(OC(=O)C3CCCCN3C(=O)C(=O)C1(O2)O)C(C)CC4CCC(C(C4)OC)OCCO)C)C)O)OC)C)C)C)OC. Drug 1: CC1=C2C(C(=O)C3(C(CC4C(C3C(C(C2(C)C)(CC1OC(=O)C(C(C5=CC=CC=C5)NC(=O)C6=CC=CC=C6)O)O)OC(=O)C7=CC=CC=C7)(CO4)OC(=O)C)O)C)OC(=O)C. Synergy scores: CSS=7.03, Synergy_ZIP=-3.68, Synergy_Bliss=-9.00, Synergy_Loewe=-11.2, Synergy_HSA=-10.9. (7) Cell line: NCIH23. Synergy scores: CSS=16.3, Synergy_ZIP=-2.18, Synergy_Bliss=1.17, Synergy_Loewe=0.111, Synergy_HSA=0.228. Drug 1: C1=CC(=CC=C1CC(C(=O)O)N)N(CCCl)CCCl.Cl. Drug 2: COCCOC1=C(C=C2C(=C1)C(=NC=N2)NC3=CC=CC(=C3)C#C)OCCOC.Cl. (8) Drug 1: CC(CN1CC(=O)NC(=O)C1)N2CC(=O)NC(=O)C2. Drug 2: CC1=C(N=C(N=C1N)C(CC(=O)N)NCC(C(=O)N)N)C(=O)NC(C(C2=CN=CN2)OC3C(C(C(C(O3)CO)O)O)OC4C(C(C(C(O4)CO)O)OC(=O)N)O)C(=O)NC(C)C(C(C)C(=O)NC(C(C)O)C(=O)NCCC5=NC(=CS5)C6=NC(=CS6)C(=O)NCCC[S+](C)C)O. Cell line: KM12. Synergy scores: CSS=40.2, Synergy_ZIP=-6.21, Synergy_Bliss=-3.85, Synergy_Loewe=9.89, Synergy_HSA=10.0. (9) Drug 1: CC(C)(C#N)C1=CC(=CC(=C1)CN2C=NC=N2)C(C)(C)C#N. Drug 2: CC1CCCC2(C(O2)CC(NC(=O)CC(C(C(=O)C(C1O)C)(C)C)O)C(=CC3=CSC(=N3)C)C)C. Cell line: UACC62. Synergy scores: CSS=29.7, Synergy_ZIP=0.640, Synergy_Bliss=-3.11, Synergy_Loewe=-17.9, Synergy_HSA=-3.64.